Dataset: Catalyst prediction with 721,799 reactions and 888 catalyst types from USPTO. Task: Predict which catalyst facilitates the given reaction. (1) Reactant: C(N(CC)C(C)C)(C)C.[NH:10]1[CH2:15][CH2:14][O:13][CH2:12][CH2:11]1.[CH3:16][N:17]([C:32](OC1C=CC([N+]([O-])=O)=CC=1)=[O:33])[C@H:18]([C:20]([C@:22]([CH3:31])([OH:30])[C:23]([O:25][C:26]([CH3:29])([CH3:28])[CH3:27])=[O:24])=[O:21])[CH3:19].O. Product: [CH3:16][N:17]([C:32]([N:10]1[CH2:15][CH2:14][O:13][CH2:12][CH2:11]1)=[O:33])[C@H:18]([C:20]([C@:22]([CH3:31])([OH:30])[C:23]([O:25][C:26]([CH3:27])([CH3:29])[CH3:28])=[O:24])=[O:21])[CH3:19]. The catalyst class is: 2. (2) Reactant: Br[C:2]1[CH:3]=[C:4]([O:13][CH2:14][C:15]2[CH:20]=[CH:19][C:18]([O:21][CH3:22])=[CH:17][CH:16]=2)[C:5]2[N:6]([C:8]([CH3:12])=[C:9]([CH3:11])[N:10]=2)[CH:7]=1.[NH:23]1[CH:28]=[CH:27][CH:26]=[CH:25][C:24]1=[O:29].C(=O)([O-])[O-].[K+].[K+]. Product: [NH3:6].[CH3:11][C:9]1[N:10]=[C:5]2[C:4]([O:13][CH2:14][C:15]3[CH:20]=[CH:19][C:18]([O:21][CH3:22])=[CH:17][CH:16]=3)=[CH:3][C:2]([N:23]3[CH:28]=[CH:27][CH:26]=[CH:25][C:24]3=[O:29])=[CH:7][N:6]2[C:8]=1[CH3:12]. The catalyst class is: 590.